This data is from Full USPTO retrosynthesis dataset with 1.9M reactions from patents (1976-2016). The task is: Predict the reactants needed to synthesize the given product. (1) Given the product [C:29]([NH:28][CH:14]1[CH2:13][C:9]2[CH:10]=[CH:11][CH:12]=[C:7]([C:6]([OH:5])=[O:35])[C:8]=2[O:23][B:15]1[OH:16])(=[O:32])[CH2:30][CH3:31], predict the reactants needed to synthesize it. The reactants are: C([O:5][C:6](=[O:35])[C:7]1[CH:12]=[CH:11][CH:10]=[C:9]([CH2:13][CH:14]([NH:28][C:29](=[O:32])[CH2:30][CH3:31])[B:15]2[O:23]C3C(C)(C4CC(C3)C4(C)C)[O:16]2)[C:8]=1OC)(C)(C)C.B(Br)(Br)Br. (2) The reactants are: C([O:9][C@@H:10]1[C@@H:37]([O:38]C(=O)C2C=CC=CC=2)[C@H:36]([O:47]C(=O)C2C=CC=CC=2)[C@@H:35]([C@@H:56]([CH3:66])[O:57]C(=O)C2C=CC=CC=2)[O:34][C@H:11]1[O:12][C:13]1[CH:18]=[C:17]([CH2:19][O:20]C(=O)C)[CH:16]=[CH:15][C:14]=1[CH2:24][C:25]1[CH:30]=[CH:29][C:28]([O:31][CH3:32])=[C:27]([F:33])[CH:26]=1)(=O)C1C=CC=CC=1.[OH-].[Na+]. Given the product [O:12]([C:13]1[CH:18]=[C:17]([CH2:19][OH:20])[CH:16]=[CH:15][C:14]=1[CH2:24][C:25]1[CH:30]=[CH:29][C:28]([O:31][CH3:32])=[C:27]([F:33])[CH:26]=1)[C@@H:11]1[O:34][C@H:35]([C@@H:56]([CH3:66])[OH:57])[C@@H:36]([OH:47])[C@H:37]([OH:38])[C@H:10]1[OH:9], predict the reactants needed to synthesize it. (3) Given the product [Cl:1][C:2]1[CH:7]=[C:6]([Cl:8])[CH:5]=[C:4]([Cl:9])[C:3]=1[N:10]1[C:14]2=[N:15][C:16]([CH2:20][C:21]3[CH:26]=[CH:25][C:24]([NH:27][C:40](=[O:41])[C:39]([Cl:38])=[CH2:43])=[CH:23][CH:22]=3)=[N:17][C:18](=[O:19])[C:13]2=[C:12]([CH:28]([CH3:30])[CH3:29])[NH:11]1, predict the reactants needed to synthesize it. The reactants are: [Cl:1][C:2]1[CH:7]=[C:6]([Cl:8])[CH:5]=[C:4]([Cl:9])[C:3]=1[N:10]1[C:14]2=[N:15][C:16]([CH2:20][C:21]3[CH:26]=[CH:25][C:24]([NH2:27])=[CH:23][CH:22]=3)=[N:17][C:18](=[O:19])[C:13]2=[C:12]([CH:28]([CH3:30])[CH3:29])[NH:11]1.CCN(CC)CC.[Cl:38][CH:39]([CH2:43]Cl)[C:40](Cl)=[O:41]. (4) Given the product [F:21][C:22]1[CH:27]=[CH:26][C:25]([C:14]#[C:13][C:10]2[CH:9]=[CH:29][C:7]([N:5]3[CH2:6][C:2]([CH3:1])([CH3:20])[CH2:3][C:4]3=[O:19])=[N:12][CH:11]=2)=[CH:24][CH:23]=1, predict the reactants needed to synthesize it. The reactants are: [CH3:1][C:2]1([CH3:20])[CH2:6][N:5]([C:7]2[N:12]=[CH:11][C:10]([C:13]#[C:14][Si](C)(C)C)=[CH:9]N=2)[C:4](=[O:19])[CH2:3]1.[F:21][C:22]1[CH:27]=[CH:26][C:25](I)=[CH:24][CH:23]=1.[CH3:29]CN(CC)CC.CCCC[N+](CCCC)(CCCC)CCCC.[F-].C1COCC1. (5) Given the product [ClH:25].[CH3:1][N:2]1[CH2:3][CH2:4][CH:5]([O:8][C:9]2[N:14]=[C:13]([NH:15][C:17](=[O:24])[C:18]3[CH:23]=[CH:22][N:21]=[CH:20][CH:19]=3)[CH:12]=[CH:11][CH:10]=2)[CH2:6][CH2:7]1, predict the reactants needed to synthesize it. The reactants are: [CH3:1][N:2]1[CH2:7][CH2:6][CH:5]([O:8][C:9]2[N:14]=[C:13]([NH2:15])[CH:12]=[CH:11][CH:10]=2)[CH2:4][CH2:3]1.Cl.[C:17]([Cl:25])(=[O:24])[C:18]1[CH:23]=[CH:22][N:21]=[CH:20][CH:19]=1.